This data is from Forward reaction prediction with 1.9M reactions from USPTO patents (1976-2016). The task is: Predict the product of the given reaction. (1) Given the reactants [OH:1][CH2:2][C:3]1[CH:4]=[C:5]([CH:8]=[CH:9][CH:10]=1)[C:6]#[N:7].Cl[C:12]1[CH:13]=[C:14]2[N:21]([CH3:22])[C:20]([CH3:24])([CH3:23])[CH2:19][N:15]2[C:16](=[O:18])[N:17]=1, predict the reaction product. The product is: [CH3:22][N:21]1[C:14]2[N:15]([C:16](=[O:18])[N:17]=[C:12]([O:1][CH2:2][C:3]3[CH:4]=[C:5]([CH:8]=[CH:9][CH:10]=3)[C:6]#[N:7])[CH:13]=2)[CH2:19][C:20]1([CH3:24])[CH3:23]. (2) Given the reactants [CH2:1]([C:5]1[CH:6]=[CH:7][C:8]2[O:12][C:11]([C:13]3[CH:20]=[CH:19][C:16]([CH:17]=O)=[CH:15][CH:14]=3)=[CH:10][C:9]=2[CH:21]=1)[CH:2]([CH3:4])[CH3:3].C(O)(=O)C.[NH:26]1[CH2:29][CH:28]([C:30]([OH:32])=[O:31])[CH2:27]1.C([BH3-])#N.[Na+], predict the reaction product. The product is: [CH2:1]([C:5]1[CH:6]=[CH:7][C:8]2[O:12][C:11]([C:13]3[CH:14]=[CH:15][C:16]([CH2:17][N:26]4[CH2:29][CH:28]([C:30]([OH:32])=[O:31])[CH2:27]4)=[CH:19][CH:20]=3)=[CH:10][C:9]=2[CH:21]=1)[CH:2]([CH3:3])[CH3:4].